From a dataset of Peptide-MHC class I binding affinity with 185,985 pairs from IEDB/IMGT. Regression. Given a peptide amino acid sequence and an MHC pseudo amino acid sequence, predict their binding affinity value. This is MHC class I binding data. (1) The peptide sequence is ARADGILRF. The MHC is HLA-B39:01 with pseudo-sequence HLA-B39:01. The binding affinity (normalized) is 0.275. (2) The binding affinity (normalized) is 0.802. The peptide sequence is ALNFPGSQK. The MHC is HLA-A03:01 with pseudo-sequence HLA-A03:01. (3) The peptide sequence is IQRDQVTDY. The MHC is HLA-A69:01 with pseudo-sequence HLA-A69:01. The binding affinity (normalized) is 0.0847. (4) The peptide sequence is CYAKVKEQL. The MHC is H-2-Kd with pseudo-sequence H-2-Kd. The binding affinity (normalized) is 0.757. (5) The peptide sequence is LPQFATAAT. The MHC is HLA-B35:03 with pseudo-sequence HLA-B35:03. The binding affinity (normalized) is 0.187.